Dataset: Forward reaction prediction with 1.9M reactions from USPTO patents (1976-2016). Task: Predict the product of the given reaction. Given the reactants FC(F)(F)C(O)=O.C([SiH](CC)CC)C.[Br:15][C:16]1[C:17]2[CH:18]=[C:19]3[CH:28]([CH2:29][C:30]([O:32][CH3:33])=[O:31])[CH2:27][CH2:26][N:20]3[C:21]=2[CH:22]=[C:23]([F:25])[CH:24]=1.[Cl:34][C:35]1[CH:40]=[CH:39][C:38]([CH2:41][CH:42]=O)=[CH:37][CH:36]=1, predict the reaction product. The product is: [Br:15][C:16]1[C:17]2[C:18]([CH2:42][CH2:41][C:38]3[CH:39]=[CH:40][C:35]([Cl:34])=[CH:36][CH:37]=3)=[C:19]3[CH:28]([CH2:29][C:30]([O:32][CH3:33])=[O:31])[CH2:27][CH2:26][N:20]3[C:21]=2[CH:22]=[C:23]([F:25])[CH:24]=1.